Predict the product of the given reaction. From a dataset of Forward reaction prediction with 1.9M reactions from USPTO patents (1976-2016). (1) Given the reactants [F:1][C@H:2]([C:12]1[CH:17]=[CH:16][CH:15]=[CH:14][C:13]=1[F:18])[CH2:3][O:4][C@H:5]1[CH2:10][CH2:9][C@H:8]([NH2:11])[CH2:7][CH2:6]1.FC(C1C=CC=CC=1F)CO[C@H]1CC[C@H](N)CC1.CS[C:39]1[N:44]=[C:43]([OH:45])[N:42]=[C:41]2[NH:46][N:47]=[CH:48][C:40]=12, predict the reaction product. The product is: [F:1][C@H:2]([C:12]1[CH:17]=[CH:16][CH:15]=[CH:14][C:13]=1[F:18])[CH2:3][O:4][C@H:5]1[CH2:10][CH2:9][C@H:8]([NH:11][C:39]2[N:44]=[C:43]([OH:45])[N:42]=[C:41]3[NH:46][N:47]=[CH:48][C:40]=23)[CH2:7][CH2:6]1. (2) Given the reactants [F:1][C:2]1[CH:7]=[CH:6][CH:5]=[CH:4][C:3]=1[C:8]1[CH:13]=[C:12]([N+:14]([O-])=O)[C:11]([NH:17][C:18]([C:20]2[N:21]([CH3:30])[N:22]=[C:23]([C:26]([CH3:29])([CH3:28])[CH3:27])[C:24]=2[Cl:25])=O)=[C:10]([C:31]([F:34])([F:33])[F:32])[CH:9]=1, predict the reaction product. The product is: [C:26]([C:23]1[C:24]([Cl:25])=[C:20]([C:18]2[NH:17][C:11]3[C:10]([C:31]([F:34])([F:33])[F:32])=[CH:9][C:8]([C:3]4[CH:4]=[CH:5][CH:6]=[CH:7][C:2]=4[F:1])=[CH:13][C:12]=3[N:14]=2)[N:21]([CH3:30])[N:22]=1)([CH3:29])([CH3:28])[CH3:27]. (3) Given the reactants [Cl:1][C:2]1[N:11]=[CH:10][C:9]2[C:8](=O)[NH:7][CH:6]=[N:5][C:4]=2[CH:3]=1.CN(C)C1C=CC=CC=1.P(Cl)(Cl)([Cl:24])=O, predict the reaction product. The product is: [Cl:24][C:8]1[C:9]2[CH:10]=[N:11][C:2]([Cl:1])=[CH:3][C:4]=2[N:5]=[CH:6][N:7]=1.